This data is from Reaction yield outcomes from USPTO patents with 853,638 reactions. The task is: Predict the reaction yield, written as a fraction of the theoretical maximum amount of product (1.0 means a 100% yield; for example, 0.34 means a 34% yield). (1) The reactants are [N+:1]([C:4]1[CH:9]=[CH:8][C:7]([N:10]2[CH2:15][CH2:14][CH2:13][CH:12]([CH2:16][OH:17])[CH2:11]2)=[CH:6][CH:5]=1)([O-])=O.[Cl-].[NH4+]. The catalyst is CCO.O.[Zn]. The product is [NH2:1][C:4]1[CH:9]=[CH:8][C:7]([N:10]2[CH2:15][CH2:14][CH2:13][CH:12]([CH2:16][OH:17])[CH2:11]2)=[CH:6][CH:5]=1. The yield is 0.600. (2) The reactants are Br[CH2:2][C:3](=O)[CH:4]([C:12]1[C:17]([Cl:18])=[CH:16][C:15]([N:19]2[C:24](=[O:25])[NH:23][C:22](=[O:26])[CH:21]=[N:20]2)=[CH:14][C:13]=1[Cl:27])[C:5]1[CH:10]=[CH:9][C:8]([Cl:11])=[CH:7][CH:6]=1.[C:29]1([C:35](=[S:37])[NH2:36])[CH:34]=[CH:33][CH:32]=[CH:31][CH:30]=1. The catalyst is C(O)C. The product is [Cl:27][C:13]1[CH:14]=[C:15]([N:19]2[C:24](=[O:25])[NH:23][C:22](=[O:26])[CH:21]=[N:20]2)[CH:16]=[C:17]([Cl:18])[C:12]=1[CH:4]([C:5]1[CH:10]=[CH:9][C:8]([Cl:11])=[CH:7][CH:6]=1)[C:3]1[N:36]=[C:35]([C:29]2[CH:34]=[CH:33][CH:32]=[CH:31][CH:30]=2)[S:37][CH:2]=1. The yield is 0.220. (3) The reactants are [CH3:1][C:2]1[CH:7]=[CH:6][C:5]([S:8]([NH:11][CH2:12][C:13]([O:15][CH3:16])=[O:14])(=[O:10])=[O:9])=[CH:4][CH:3]=1.[H-].[Na+].[Br:19][C:20]1[C:21]([C:36]([O:38][CH2:39][CH3:40])=[O:37])=[C:22]([CH2:34]Br)[N:23]([CH2:26][C:27]2[CH:32]=[CH:31][C:30]([F:33])=[CH:29][CH:28]=2)[C:24]=1[Br:25].CO. The catalyst is CN(C=O)C.ClCCl. The product is [Br:19][C:20]1[C:21]([C:36]([O:38][CH2:39][CH3:40])=[O:37])=[C:22]([CH2:34][N:11]([CH2:12][C:13]([O:15][CH3:16])=[O:14])[S:8]([C:5]2[CH:6]=[CH:7][C:2]([CH3:1])=[CH:3][CH:4]=2)(=[O:10])=[O:9])[N:23]([CH2:26][C:27]2[CH:28]=[CH:29][C:30]([F:33])=[CH:31][CH:32]=2)[C:24]=1[Br:25]. The yield is 0.770.